Task: Predict the reactants needed to synthesize the given product.. Dataset: Full USPTO retrosynthesis dataset with 1.9M reactions from patents (1976-2016) The reactants are: C([N:8]1[CH2:13][CH2:12][N:11]([C:14](=[O:30])[CH2:15][CH2:16][C:17]2[CH:22]=[CH:21][CH:20]=[CH:19][C:18]=2[O:23][C:24]2[CH:29]=[CH:28][CH:27]=[CH:26][CH:25]=2)[C@H:10]([CH2:31][C:32]2[CH:37]=[CH:36][C:35]([OH:38])=[CH:34][CH:33]=2)[CH2:9]1)C1C=CC=CC=1.[N:39]1([C:45](Cl)=[O:46])[CH2:44][CH2:43]O[CH2:41][CH2:40]1.[CH:48]([O-])=O.[NH4+:51]. Given the product [CH3:48][N:51]1[CH2:43][CH2:44][N:39]([C:45]([O:38][C:35]2[CH:34]=[CH:33][C:32]([CH2:31][C@@H:10]3[CH2:9][NH:8][CH2:13][CH2:12][N:11]3[C:14](=[O:30])[CH2:15][CH2:16][C:17]3[CH:22]=[CH:21][CH:20]=[CH:19][C:18]=3[O:23][C:24]3[CH:25]=[CH:26][CH:27]=[CH:28][CH:29]=3)=[CH:37][CH:36]=2)=[O:46])[CH2:40][CH2:41]1, predict the reactants needed to synthesize it.